Dataset: Reaction yield outcomes from USPTO patents with 853,638 reactions. Task: Predict the reaction yield, written as a fraction of the theoretical maximum amount of product (1.0 means a 100% yield; for example, 0.34 means a 34% yield). The reactants are [CH3:1][C:2]1[NH:3][C:4]([C:12]2[CH:13]=[C:14]([CH:19]=[CH:20][C:21]=2[O:22][C:23]2[CH:28]=[CH:27][CH:26]=[CH:25][CH:24]=2)[C:15]([O:17]C)=[O:16])=[C:5]2[C:10]=1[C:9](=[O:11])[CH2:8][CH2:7][CH2:6]2.[OH-].[Na+]. The catalyst is O1CCCC1.O. The product is [CH3:1][C:2]1[NH:3][C:4]([C:12]2[CH:13]=[C:14]([CH:19]=[CH:20][C:21]=2[O:22][C:23]2[CH:28]=[CH:27][CH:26]=[CH:25][CH:24]=2)[C:15]([OH:17])=[O:16])=[C:5]2[C:10]=1[C:9](=[O:11])[CH2:8][CH2:7][CH2:6]2. The yield is 0.980.